From a dataset of Catalyst prediction with 721,799 reactions and 888 catalyst types from USPTO. Predict which catalyst facilitates the given reaction. (1) Reactant: FC(F)(F)S(O[C:7]1[C:8]([CH3:36])([CH3:35])[C@H:9]2[C@:22]([CH3:25])([CH2:23][CH:24]=1)[C@@H:21]1[C@:12]([CH3:34])([C@@:13]3([CH3:33])[C@H:18]([CH2:19][CH2:20]1)[C@H:17]1[C@H:26]([C:29]([CH3:31])=[CH2:30])[CH2:27][CH2:28][C@:16]1([NH2:32])[CH2:15][CH2:14]3)[CH2:11][CH2:10]2)(=O)=O.CC1(C)C(C)(C)OB([C:47]2[CH2:65][C:49]3([CH2:52][C:51]([C:59]([O:61][CH:62]([CH3:64])[CH3:63])=[O:60])([C:53]([O:55][CH:56]([CH3:58])[CH3:57])=[O:54])[CH2:50]3)[CH:48]=2)O1.O.C(=O)([O-])[O-].[Na+].[Na+]. Product: [NH2:32][C@:16]12[CH2:28][CH2:27][C@@H:26]([C:29]([CH3:31])=[CH2:30])[C@@H:17]1[C@@H:18]1[C@@:13]([CH3:33])([CH2:14][CH2:15]2)[C@@:12]2([CH3:34])[C@@H:21]([C@:22]3([CH3:25])[C@@H:9]([CH2:10][CH2:11]2)[C:8]([CH3:36])([CH3:35])[C:7]([C:47]2[CH2:65][C:49]4([CH2:52][C:51]([C:59]([O:61][CH:62]([CH3:64])[CH3:63])=[O:60])([C:53]([O:55][CH:56]([CH3:57])[CH3:58])=[O:54])[CH2:50]4)[CH:48]=2)=[CH:24][CH2:23]3)[CH2:20][CH2:19]1. The catalyst class is: 70. (2) Reactant: [Cl:1][C:2]1[N:7]=[C:6](S(C)=O)[N:5]=[C:4]2[N:11]([C:16]3[C:21]([F:22])=[CH:20][CH:19]=[CH:18][C:17]=3[F:23])[C:12](=O)[NH:13][CH2:14][C:3]=12.[N:24]1([CH:30]2[CH2:35][CH2:34][NH:33][CH2:32][CH2:31]2)[CH2:29][CH2:28][CH2:27][CH2:26][CH2:25]1.C(N(CC)C(C)C)(C)C. Product: [N:24]1([CH:30]2[CH2:35][CH2:34][N:33]([C:6]3[N:5]=[C:4]4[N:11]([C:16]5[C:21]([F:22])=[CH:20][CH:19]=[CH:18][C:17]=5[F:23])[CH2:12][NH:13][CH2:14][C:3]4=[C:2]([Cl:1])[N:7]=3)[CH2:32][CH2:31]2)[CH2:29][CH2:28][CH2:27][CH2:26][CH2:25]1. The catalyst class is: 2. (3) Reactant: [Cl:1][C:2]1[CH:3]=[C:4]([C:12]2[O:16][N:15]=[C:14]([C:17]3[CH:18]=[CH:19][CH:20]=[C:21]4[C:25]=3[N:24]([CH3:26])[CH:23]=[C:22]4[CH2:27][CH:28]=O)[N:13]=2)[CH:5]=[CH:6][C:7]=1[O:8][CH:9]([CH3:11])[CH3:10].[NH:30]1[CH2:33][CH:32]([C:34]([OH:36])=[O:35])[CH2:31]1.C(O)(=O)C.C(O[BH-](OC(=O)C)OC(=O)C)(=O)C.[Na+]. Product: [Cl:1][C:2]1[CH:3]=[C:4]([C:12]2[O:16][N:15]=[C:14]([C:17]3[CH:18]=[CH:19][CH:20]=[C:21]4[C:25]=3[N:24]([CH3:26])[CH:23]=[C:22]4[CH2:27][CH2:28][N:30]3[CH2:33][CH:32]([C:34]([OH:36])=[O:35])[CH2:31]3)[N:13]=2)[CH:5]=[CH:6][C:7]=1[O:8][CH:9]([CH3:10])[CH3:11]. The catalyst class is: 2. (4) Reactant: [O:1]1[CH2:6][CH2:5][O:4][C:3]2[CH:7]=[C:8]([C:11]3[C:12]([CH3:29])=[C:13]([CH:26]=[CH:27][CH:28]=3)[CH2:14][O:15][C:16]3[C:23]([CH3:24])=[CH:22][C:19]([CH:20]=[O:21])=[C:18]([OH:25])[CH:17]=3)[CH:9]=[CH:10][C:2]1=2.Cl[CH2:31][CH2:32][CH2:33][CH2:34][C:35]#[N:36].C(=O)([O-])[O-].[Cs+].[Cs+].O. Product: [O:1]1[CH2:6][CH2:5][O:4][C:3]2[CH:7]=[C:8]([C:11]3[C:12]([CH3:29])=[C:13]([CH:26]=[CH:27][CH:28]=3)[CH2:14][O:15][C:16]3[C:23]([CH3:24])=[CH:22][C:19]([CH:20]=[O:21])=[C:18]([CH:17]=3)[O:25][CH2:31][CH2:32][CH2:33][CH2:34][C:35]#[N:36])[CH:9]=[CH:10][C:2]1=2. The catalyst class is: 3. (5) Reactant: [CH3:1][O:2][C:3]1[C:4]([N+:13]([O-])=O)=[C:5]([CH:10]=[CH:11][CH:12]=1)[C:6]([O:8][CH3:9])=[O:7].CCOC(C)=O. Product: [NH2:13][C:4]1[C:3]([O:2][CH3:1])=[CH:12][CH:11]=[CH:10][C:5]=1[C:6]([O:8][CH3:9])=[O:7]. The catalyst class is: 358. (6) Reactant: C([O:3][C:4]([CH2:6][C:7]1[CH:8]=[C:9]([CH:51]=[CH:52][CH:53]=1)[O:10][CH2:11][C:12]1[CH:17]=[CH:16][C:15]([CH:18]2[CH2:23][CH2:22][N:21]([C:24]([O:26][CH2:27][C:28]3[CH:33]=[CH:32][CH:31]=[CH:30][CH:29]=3)=[O:25])[CH2:20][CH:19]2[O:34][CH2:35][C:36]2[CH:37]=[CH:38][C:39]3[O:44][CH2:43][CH2:42][N:41]([CH2:45][CH2:46][CH2:47][O:48][CH3:49])[C:40]=3[CH:50]=2)=[CH:14][CH:13]=1)=O)C.[NH3:54]. Product: [C:4]([CH2:6][C:7]1[CH:8]=[C:9]([CH:51]=[CH:52][CH:53]=1)[O:10][CH2:11][C:12]1[CH:17]=[CH:16][C:15]([CH:18]2[CH2:23][CH2:22][N:21]([C:24]([O:26][CH2:27][C:28]3[CH:29]=[CH:30][CH:31]=[CH:32][CH:33]=3)=[O:25])[CH2:20][CH:19]2[O:34][CH2:35][C:36]2[CH:37]=[CH:38][C:39]3[O:44][CH2:43][CH2:42][N:41]([CH2:45][CH2:46][CH2:47][O:48][CH3:49])[C:40]=3[CH:50]=2)=[CH:14][CH:13]=1)(=[O:3])[NH2:54]. The catalyst class is: 7. (7) Reactant: [NH2:1][C:2]1[C:7]([C:8]([NH:10][C:11]2[CH:16]=[CH:15][N:14]=[CH:13][C:12]=2[C:17](OC)=[O:18])=[O:9])=[CH:6][C:5]([C:21]2[S:22][C:23]([CH2:26][N:27]3[CH2:32][CH2:31][O:30][CH2:29][CH2:28]3)=[CH:24][CH:25]=2)=[CH:4][N:3]=1.[CH3:33][NH2:34]. Product: [NH2:1][C:2]1[N:3]=[CH:4][C:5]([C:21]2[S:22][C:23]([CH2:26][N:27]3[CH2:32][CH2:31][O:30][CH2:29][CH2:28]3)=[CH:24][CH:25]=2)=[CH:6][C:7]=1[C:8]([NH:10][C:11]1[CH:16]=[CH:15][N:14]=[CH:13][C:12]=1[C:17](=[O:18])[NH:34][CH3:33])=[O:9]. The catalyst class is: 1. (8) Reactant: [CH3:1][O:2][C:3](=[O:13])[C:4]1[CH:9]=[C:8]([F:10])[C:7]([OH:11])=[C:6]([Br:12])[CH:5]=1.C(=O)([O-])[O-].[K+].[K+].[C:20]([O:23][CH2:24][CH2:25]Br)(=[O:22])[CH3:21]. Product: [CH3:1][O:2][C:3](=[O:13])[C:4]1[CH:9]=[C:8]([F:10])[C:7]([O:11][CH2:25][CH2:24][O:23][C:20](=[O:22])[CH3:21])=[C:6]([Br:12])[CH:5]=1. The catalyst class is: 3. (9) Reactant: C[O:2][C:3]([C:5]1[S:6][C:7]([C:24]#[C:25][C:26]([CH3:29])([CH3:28])[CH3:27])=[CH:8][C:9]=1[N:10]([C:14](=[O:23])[C:15]1[CH:20]=[CH:19][C:18]([Cl:21])=[CH:17][C:16]=1[Cl:22])[CH:11]([CH3:13])[CH3:12])=[O:4].C1COCC1.CO.O.[OH-].[Li+]. Product: [Cl:22][C:16]1[CH:17]=[C:18]([Cl:21])[CH:19]=[CH:20][C:15]=1[C:14]([N:10]([CH:11]([CH3:13])[CH3:12])[C:9]1[CH:8]=[C:7]([C:24]#[C:25][C:26]([CH3:28])([CH3:29])[CH3:27])[S:6][C:5]=1[C:3]([OH:4])=[O:2])=[O:23]. The catalyst class is: 6. (10) The catalyst class is: 29. Product: [C:23]([O:14][C:11]1([CH2:15][C:16]2[CH:17]=[CH:18][C:19]([F:22])=[CH:20][CH:21]=2)[CH2:10][CH2:9][NH:8][CH2:13][CH2:12]1)(=[O:25])[CH3:24]. Reactant: C([N:8]1[CH2:13][CH2:12][C:11]([CH2:15][C:16]2[CH:21]=[CH:20][C:19]([F:22])=[CH:18][CH:17]=2)([OH:14])[CH2:10][CH2:9]1)C1C=CC=CC=1.[C:23](O)(=[O:25])[CH3:24].